Task: Predict the product of the given reaction.. Dataset: Forward reaction prediction with 1.9M reactions from USPTO patents (1976-2016) (1) Given the reactants [F:1][C:2]1[CH:7]=[CH:6][C:5]([NH:8][C:9](=O)[C@@H:10]([NH:12][C:13]2[N:21]=[CH:20][N:19]=[C:18]3[C:14]=2[N:15]=[CH:16][N:17]3C2CCCCO2)[CH3:11])=[C:4]([NH:29][C:30]2[CH:35]=[CH:34][N:33]=[CH:32][N:31]=2)[CH:3]=1.COC1C=CC(P2(SP(C3C=CC(OC)=CC=3)(=S)S2)=[S:45])=CC=1, predict the reaction product. The product is: [F:1][C:2]1[CH:7]=[CH:6][C:5]([NH:8][C:9](=[S:45])[C@@H:10]([NH:12][C:13]2[N:21]=[CH:20][N:19]=[C:18]3[C:14]=2[N:15]=[CH:16][NH:17]3)[CH3:11])=[C:4]([NH:29][C:30]2[CH:35]=[CH:34][N:33]=[CH:32][N:31]=2)[CH:3]=1. (2) The product is: [Cl:14][C:12]1[N:11]=[C:10]2[C:6]([N:7]=[CH:8][N:9]2[CH:15]2[CH2:19][CH2:18][CH2:17][CH2:16]2)=[C:5]([NH:4][CH2:3][CH2:2][NH:1][C:48](=[O:49])[C:47]2[CH:51]=[CH:52][CH:53]=[C:45]([C:44]([F:43])([F:54])[F:55])[CH:46]=2)[N:13]=1. Given the reactants [NH2:1][CH2:2][CH2:3][NH:4][C:5]1[N:13]=[C:12]([Cl:14])[N:11]=[C:10]2[C:6]=1[N:7]=[CH:8][N:9]2[CH:15]1[CH2:19][CH2:18][CH2:17][CH2:16]1.O.ON1C2C=CC=CC=2N=N1.Cl.CN(C)CCCN=C=NCC.[F:43][C:44]([F:55])([F:54])[C:45]1[CH:46]=[C:47]([CH:51]=[CH:52][CH:53]=1)[C:48](O)=[O:49], predict the reaction product. (3) Given the reactants [NH2:1][C:2]1[C:11]2[N:12]=[C:13]([CH2:20][O:21][CH2:22][CH3:23])[N:14]([CH2:15][C:16]([OH:19])([CH3:18])[CH3:17])[C:10]=2[C:9]2[CH:8]=[CH:7][C:6]([OH:24])=[CH:5][C:4]=2[N:3]=1.C(=O)([O-])[O-].[Cs+].[Cs+].[CH:31]1[S:35][CH:34]=[N:33][C:32]=1[CH2:36]Cl.Cl.C(N(CC)CC)C, predict the reaction product. The product is: [NH2:1][C:2]1[C:11]2[N:12]=[C:13]([CH2:20][O:21][CH2:22][CH3:23])[N:14]([CH2:15][C:16]([CH3:18])([OH:19])[CH3:17])[C:10]=2[C:9]2[CH:8]=[CH:7][C:6]([O:24][CH2:36][C:32]3[N:33]=[CH:34][S:35][CH:31]=3)=[CH:5][C:4]=2[N:3]=1. (4) Given the reactants [C:1]([OH:9])(=[O:8])[CH2:2][CH2:3][CH2:4][C:5]([OH:7])=[O:6].O[CH2:11][CH:12]1[CH2:17][CH:16]2[CH2:18][CH:13]1[CH2:14][CH2:15]2, predict the reaction product. The product is: [C:1]([O:9][CH2:11][CH:12]1[CH2:17][CH:16]2[CH2:18][CH:13]1[CH2:14][CH2:15]2)(=[O:8])[CH2:2][CH2:3][CH2:4][C:5]([O:7][CH2:11][CH:12]1[CH2:17][CH:16]2[CH2:18][CH:13]1[CH2:14][CH2:15]2)=[O:6]. (5) Given the reactants [Br:1][C:2]1[CH:13]=[C:6]2[C:7](OC(=O)[NH:11][C:5]2=[CH:4][CH:3]=1)=[O:8].[CH3:14][NH:15][CH3:16].O1CCCC1, predict the reaction product. The product is: [NH2:11][C:5]1[CH:4]=[CH:3][C:2]([Br:1])=[CH:13][C:6]=1[C:7]([N:15]([CH3:16])[CH3:14])=[O:8]. (6) Given the reactants C(OC([N:8]1[CH2:12][C@@H:11]([CH2:13][N:14]([CH:31]([CH3:33])[CH3:32])[C:15](=[O:30])[C:16]2[CH:21]=[CH:20][C:19]([O:22][CH3:23])=[C:18]([O:24][CH2:25][CH2:26][CH2:27][O:28][CH3:29])[CH:17]=2)[C@H:10]([CH2:34][CH:35]([C:38](=[O:49])[N:39]([CH2:42][C:43]2[CH:48]=[CH:47][CH:46]=[CH:45][CH:44]=2)[CH2:40][CH3:41])[CH2:36][CH3:37])[CH2:9]1)=O)(C)(C)C.CC#N.O, predict the reaction product. The product is: [CH2:42]([N:39]([CH2:40][CH3:41])[C:38]([CH:35]([CH2:36][CH3:37])[CH2:34][C@@H:10]1[CH2:9][NH:8][CH2:12][C@H:11]1[CH2:13][N:14]([CH:31]([CH3:32])[CH3:33])[C:15](=[O:30])[C:16]1[CH:21]=[CH:20][C:19]([O:22][CH3:23])=[C:18]([O:24][CH2:25][CH2:26][CH2:27][O:28][CH3:29])[CH:17]=1)=[O:49])[C:43]1[CH:48]=[CH:47][CH:46]=[CH:45][CH:44]=1.